Predict the reactants needed to synthesize the given product. From a dataset of Full USPTO retrosynthesis dataset with 1.9M reactions from patents (1976-2016). (1) Given the product [N:1]([N:9]1[CH2:10][CH2:11][CH:6]([OH:5])[CH2:7][CH2:8]1)=[O:3], predict the reactants needed to synthesize it. The reactants are: [N:1]([O-:3])=O.[Na+].[OH:5][CH:6]1[CH2:11][CH2:10][NH:9][CH2:8][CH2:7]1.C(O)(=O)C.C(=O)([O-])[O-].[Na+].[Na+]. (2) Given the product [CH:18]1[C:16]2[CH2:17][C:11](=[N:10][OH:9])[C:12]3[CH:25]=[CH:24][CH:23]=[CH:22][C:13]=3[O:32][C:15]=2[CH:21]=[CH:20][CH:19]=1, predict the reactants needed to synthesize it. The reactants are: CN(C)CCCOCC1[O:9][N:10]=[C:11]2[C:17]=1[C:16]1[CH:18]=[CH:19][CH:20]=[CH:21][C:15]=1S[C:13]1[CH:22]=[CH:23][C:24](Cl)=[CH:25][C:12]2=1.O.Cl.C([O-])(=[O:32])C.[Na+]. (3) Given the product [C:1]([O:5][C:6]([C:8]1([S:14]([N:17]2[CH2:22][CH2:21][CH:20]([O:23][CH2:25][CH2:26][CH2:27][CH2:28][CH2:29][CH3:30])[CH2:19][CH2:18]2)(=[O:16])=[O:15])[CH2:13][CH2:12][O:11][CH2:10][CH2:9]1)=[O:7])([CH3:4])([CH3:2])[CH3:3], predict the reactants needed to synthesize it. The reactants are: [C:1]([O:5][C:6]([C:8]1([S:14]([N:17]2[CH2:22][CH2:21][CH:20]([OH:23])[CH2:19][CH2:18]2)(=[O:16])=[O:15])[CH2:13][CH2:12][O:11][CH2:10][CH2:9]1)=[O:7])([CH3:4])([CH3:3])[CH3:2].I[CH2:25][CH2:26][CH2:27][CH2:28][CH2:29][CH3:30].[OH-].[K+]. (4) Given the product [C:27]([OH:30])(=[O:29])[CH3:28].[F:1][C:2]1[C:20]([F:21])=[CH:19][CH:18]=[CH:17][C:3]=1[CH2:4][N:5]1[C:9]2=[N:10][C:11]([CH3:14])=[CH:12][CH:13]=[C:8]2[C:7]([C:15](=[NH:26])[NH2:16])=[N:6]1, predict the reactants needed to synthesize it. The reactants are: [F:1][C:2]1[C:20]([F:21])=[CH:19][CH:18]=[CH:17][C:3]=1[CH2:4][N:5]1[C:9]2=[N:10][C:11]([CH3:14])=[CH:12][CH:13]=[C:8]2[C:7]([C:15]#[N:16])=[N:6]1.C[O-].[Na+].[Cl-].[NH4+:26].[C:27]([OH:30])(=[O:29])[CH3:28]. (5) Given the product [CH:1]([C:4]1[CH:5]=[C:6]([C:16]#[C:17][C:18]2[CH:19]=[CH:20][C:21]([CH2:24][C:25]([OH:27])=[O:26])=[CH:22][CH:23]=2)[CH:7]=[CH:8][C:9]=1[CH2:10][O:11][C:12]1([CH3:15])[CH2:13][CH2:14]1)([CH3:3])[CH3:2], predict the reactants needed to synthesize it. The reactants are: [CH:1]([C:4]1[CH:5]=[C:6]([C:16]#[C:17][C:18]2[CH:23]=[CH:22][C:21]([CH2:24][C:25]([O:27]C)=[O:26])=[CH:20][CH:19]=2)[CH:7]=[CH:8][C:9]=1[CH2:10][O:11][C:12]1([CH3:15])[CH2:14][CH2:13]1)([CH3:3])[CH3:2].[OH-].[Na+].